From a dataset of Forward reaction prediction with 1.9M reactions from USPTO patents (1976-2016). Predict the product of the given reaction. (1) Given the reactants [NH2:1][C:2]1[N:3]=[C:4]2[C:10]([C:11]([NH:13][C:14]([CH3:17])([CH3:16])[CH3:15])=[O:12])=[CH:9][N:8]([CH2:18][O:19][CH2:20][CH2:21][Si:22]([CH3:25])([CH3:24])[CH3:23])[C:5]2=[N:6][CH:7]=1.Br[C:27]1[CH:28]=[N:29][CH:30]=[C:31]([S:33]([CH3:36])(=[O:35])=[O:34])[CH:32]=1.CC1(C)C2C(=C(P(C3C=CC=CC=3)C3C=CC=CC=3)C=CC=2)OC2C(P(C3C=CC=CC=3)C3C=CC=CC=3)=CC=CC1=2.C(=O)([O-])[O-].[Cs+].[Cs+], predict the reaction product. The product is: [C:14]([NH:13][C:11]([C:10]1[C:4]2[C:5](=[N:6][CH:7]=[C:2]([NH:1][C:27]3[CH:28]=[N:29][CH:30]=[C:31]([S:33]([CH3:36])(=[O:35])=[O:34])[CH:32]=3)[N:3]=2)[N:8]([CH2:18][O:19][CH2:20][CH2:21][Si:22]([CH3:25])([CH3:24])[CH3:23])[CH:9]=1)=[O:12])([CH3:15])([CH3:16])[CH3:17]. (2) Given the reactants O[O:2][S:3]([O-:5])=O.[K+].[F:7][C:8]1[CH:9]=[CH:10][CH:11]=[C:12]2[C:17]=1[N:16]=[C:15]([C:18]1[CH:23]=[CH:22][CH:21]=[CH:20][C:19]=1SC)[C:14]([C@@H:26]([N:28]1[C:36](=[O:37])[C:35]3[C:30](=[CH:31][CH:32]=[CH:33][CH:34]=3)[C:29]1=[O:38])[CH3:27])=[CH:13]2.[CH2:39](Cl)Cl, predict the reaction product. The product is: [F:7][C:8]1[CH:9]=[CH:10][CH:11]=[C:12]2[C:17]=1[N:16]=[C:15]([C:18]1[CH:23]=[CH:22][CH:21]=[CH:20][C:19]=1[S:3]([CH3:39])(=[O:5])=[O:2])[C:14]([C@@H:26]([N:28]1[C:36](=[O:37])[C:35]3[C:30](=[CH:31][CH:32]=[CH:33][CH:34]=3)[C:29]1=[O:38])[CH3:27])=[CH:13]2. (3) Given the reactants Cl[C:2]1[CH:9]=[CH:8][C:5]([CH:6]=[O:7])=[CH:4][C:3]=1[O:10][C:11]([F:14])([F:13])[F:12].[F:15][C:16]1[CH:21]=[CH:20][C:19]([O:22][CH3:23])=[CH:18][C:17]=1B(O)O.P([O-])([O-])([O-])=O.[K+].[K+].[K+].C1(P(C2CCCCC2)C2C=CC=CC=2C2C(OC)=CC=CC=2OC)CCCCC1, predict the reaction product. The product is: [F:15][C:16]1[CH:21]=[CH:20][C:19]([O:22][CH3:23])=[CH:18][C:17]=1[C:2]1[CH:9]=[CH:8][C:5]([CH:6]=[O:7])=[CH:4][C:3]=1[O:10][C:11]([F:14])([F:13])[F:12].